This data is from Reaction yield outcomes from USPTO patents with 853,638 reactions. The task is: Predict the reaction yield, written as a fraction of the theoretical maximum amount of product (1.0 means a 100% yield; for example, 0.34 means a 34% yield). (1) The reactants are [C:1]([O:5][C:6]([N:8]1[C:16]2[C:11](=[CH:12][C:13](Br)=[CH:14][CH:15]=2)[CH:10]=[CH:9]1)=[O:7])([CH3:4])([CH3:3])[CH3:2].C([Li])(C)(C)C.[C:23]([O:27][C:28]([N:30]1[CH2:34][CH2:33][CH2:32][C:31]1([CH:38]=[O:39])[CH2:35][CH2:36][CH3:37])=[O:29])([CH3:26])([CH3:25])[CH3:24]. The catalyst is CCOCC. The product is [C:1]([O:5][C:6]([N:8]1[C:16]2[C:11](=[CH:12][C:13]([CH:38]([C:31]3([CH2:35][CH2:36][CH3:37])[CH2:32][CH2:33][CH2:34][N:30]3[C:28]([O:27][C:23]([CH3:25])([CH3:24])[CH3:26])=[O:29])[OH:39])=[CH:14][CH:15]=2)[CH:10]=[CH:9]1)=[O:7])([CH3:4])([CH3:3])[CH3:2]. The yield is 0.430. (2) The reactants are [N:1]1([CH2:7][C:8]2[CH:9]=[C:10]([CH:39]=[CH:40][CH:41]=2)[C:11]([O:13][C:14]2[CH:15]=[CH:16][C:17]3[C:23]4[C:24]([O:32][CH3:33])=[C:25]([O:30][CH3:31])[C:26]([O:28][CH3:29])=[CH:27][C:22]=4[CH2:21][CH2:20][C@H:19]([NH:34][C:35](=[O:37])[CH3:36])[C:18]=3[CH:38]=2)=[O:12])[CH2:6][CH2:5][NH:4][CH2:3][CH2:2]1.C[Si]([N:46]=[C:47]=[O:48])(C)C. The catalyst is ClCCl. The product is [C:47]([N:4]1[CH2:3][CH2:2][N:1]([CH2:7][C:8]2[CH:9]=[C:10]([CH:39]=[CH:40][CH:41]=2)[C:11]([O:13][C:14]2[CH:15]=[CH:16][C:17]3[C:23]4[C:24]([O:32][CH3:33])=[C:25]([O:30][CH3:31])[C:26]([O:28][CH3:29])=[CH:27][C:22]=4[CH2:21][CH2:20][C@H:19]([NH:34][C:35](=[O:37])[CH3:36])[C:18]=3[CH:38]=2)=[O:12])[CH2:6][CH2:5]1)(=[O:48])[NH2:46]. The yield is 0.870. (3) The reactants are [O-:1][C:2]#[N:3].[K+].[NH2:5][C:6]1[CH:11]=[CH:10][CH:9]=[CH:8][C:7]=1[OH:12]. The catalyst is O.C(O)(=O)C. The product is [OH:12][C:7]1[CH:8]=[CH:9][CH:10]=[CH:11][C:6]=1[NH:5][C:2]([NH2:3])=[O:1]. The yield is 0.479. (4) The reactants are C(OC(=O)[NH:7][CH2:8][CH2:9][C:10]1[CH:15]=[CH:14][C:13]([C:16]2[N:17]=[C:18]([NH:21][C:22](=[O:24])[CH3:23])[S:19][CH:20]=2)=[CH:12][CH:11]=1)(C)(C)C.[ClH:26]. The catalyst is C(OCC)(=O)C. The product is [ClH:26].[NH2:7][CH2:8][CH2:9][C:10]1[CH:11]=[CH:12][C:13]([C:16]2[N:17]=[C:18]([NH:21][C:22](=[O:24])[CH3:23])[S:19][CH:20]=2)=[CH:14][CH:15]=1. The yield is 1.06. (5) The reactants are Cl[C:2]1[C:7]([CH3:8])=[C:6]([Cl:9])[N:5]=[CH:4][N:3]=1.[NH2:10][C:11]1[CH:16]=[CH:15][CH:14]=[CH:13][CH:12]=1.Cl. The catalyst is C(O)(C)C. The product is [Cl:9][C:6]1[N:5]=[CH:4][N:3]=[C:2]([NH:10][C:11]2[CH:16]=[CH:15][CH:14]=[CH:13][CH:12]=2)[C:7]=1[CH3:8]. The yield is 0.670. (6) The reactants are Br[C:2]1[CH:3]=[C:4]2[CH2:10][C:9]3([CH:15]4[CH2:16][CH2:17][N:12]([CH2:13][CH2:14]4)[CH2:11]3)[O:8][C:5]2=[N:6][CH:7]=1.[C:18]1(C)C=CC=C[C:19]=1P(C1C=CC=CC=1C)C1C=CC=CC=1C.[Cl-].[Li+].C(C([SnH3])=C(CCCC)CCCC)CCC. The catalyst is COCCOC.C(Cl)(Cl)Cl.CO. The product is [CH:18]([C:2]1[CH:3]=[C:4]2[CH2:10][C:9]3([CH:15]4[CH2:16][CH2:17][N:12]([CH2:13][CH2:14]4)[CH2:11]3)[O:8][C:5]2=[N:6][CH:7]=1)=[CH2:19]. The yield is 0.760. (7) The reactants are C[O:2][C:3](=O)[CH:4]([CH:28]1[CH2:30][CH2:29]1)[O:5][C:6]1[CH:27]=[CH:26][C:9]2[C:10]3[N:14]([CH2:15][CH2:16][O:17][C:8]=2[CH:7]=1)[CH:13]=[C:12]([C:18]1[N:19]([CH:23]([CH3:25])[CH3:24])[N:20]=[CH:21][N:22]=1)[N:11]=3.[NH3:32]. The catalyst is CO. The product is [CH:28]1([CH:4]([O:5][C:6]2[CH:27]=[CH:26][C:9]3[C:10]4[N:14]([CH:13]=[C:12]([C:18]5[N:19]([CH:23]([CH3:25])[CH3:24])[N:20]=[CH:21][N:22]=5)[N:11]=4)[CH2:15][CH2:16][O:17][C:8]=3[CH:7]=2)[C:3]([NH2:32])=[O:2])[CH2:29][CH2:30]1. The yield is 0.500. (8) The reactants are [K].N1C=CN=C1.FC(F)(F)C(OCC)=O.[F:16][C:17]([N:22]1[CH:26]=[CH:25][N:24]=[CH:23]1)(F)[CH:18]([F:20])[F:19]. The catalyst is O1CCCC1. The product is [F:16][C:17]([N:22]1[CH:26]=[CH:25][N:24]=[CH:23]1)=[C:18]([F:20])[F:19]. The yield is 0.130.